From a dataset of Peptide-MHC class I binding affinity with 185,985 pairs from IEDB/IMGT. Regression. Given a peptide amino acid sequence and an MHC pseudo amino acid sequence, predict their binding affinity value. This is MHC class I binding data. (1) The peptide sequence is RVTGSSGRR. The MHC is HLA-A02:01 with pseudo-sequence HLA-A02:01. The binding affinity (normalized) is 0. (2) The peptide sequence is QLMAEKLQL. The MHC is HLA-A02:03 with pseudo-sequence HLA-A02:03. The binding affinity (normalized) is 0.508. (3) The peptide sequence is GRTFGKLPY. The MHC is HLA-A68:02 with pseudo-sequence HLA-A68:02. The binding affinity (normalized) is 0.0847. (4) The peptide sequence is SLLKETIQK. The MHC is HLA-A03:01 with pseudo-sequence HLA-A03:01. The binding affinity (normalized) is 0.660. (5) The peptide sequence is TAVAKCNEKH. The MHC is HLA-A31:01 with pseudo-sequence HLA-A31:01. The binding affinity (normalized) is 0.0203. (6) The peptide sequence is FRRVAHSSL. The MHC is HLA-A02:03 with pseudo-sequence HLA-A02:03. The binding affinity (normalized) is 0.0847. (7) The peptide sequence is RGGRAFVTI. The MHC is HLA-A03:01 with pseudo-sequence HLA-A03:01. The binding affinity (normalized) is 0. (8) The peptide sequence is DPPFQWMGYEL. The MHC is Mamu-A01 with pseudo-sequence Mamu-A01. The binding affinity (normalized) is 0.469.